This data is from NCI-60 drug combinations with 297,098 pairs across 59 cell lines. The task is: Regression. Given two drug SMILES strings and cell line genomic features, predict the synergy score measuring deviation from expected non-interaction effect. (1) Drug 1: CC1OCC2C(O1)C(C(C(O2)OC3C4COC(=O)C4C(C5=CC6=C(C=C35)OCO6)C7=CC(=C(C(=C7)OC)O)OC)O)O. Drug 2: CC12CCC3C(C1CCC2OP(=O)(O)O)CCC4=C3C=CC(=C4)OC(=O)N(CCCl)CCCl.[Na+]. Cell line: HCT-15. Synergy scores: CSS=46.2, Synergy_ZIP=-6.63, Synergy_Bliss=-8.01, Synergy_Loewe=-22.6, Synergy_HSA=-6.53. (2) Drug 1: C1CC(=O)NC(=O)C1N2CC3=C(C2=O)C=CC=C3N. Drug 2: CCCCC(=O)OCC(=O)C1(CC(C2=C(C1)C(=C3C(=C2O)C(=O)C4=C(C3=O)C=CC=C4OC)O)OC5CC(C(C(O5)C)O)NC(=O)C(F)(F)F)O. Cell line: EKVX. Synergy scores: CSS=6.51, Synergy_ZIP=-2.75, Synergy_Bliss=-2.38, Synergy_Loewe=1.83, Synergy_HSA=0.744. (3) Drug 1: C1C(C(OC1N2C=NC3=C(N=C(N=C32)Cl)N)CO)O. Drug 2: COC1=NC(=NC2=C1N=CN2C3C(C(C(O3)CO)O)O)N. Cell line: UACC62. Synergy scores: CSS=1.59, Synergy_ZIP=1.06, Synergy_Bliss=3.40, Synergy_Loewe=1.20, Synergy_HSA=1.28. (4) Drug 1: CNC(=O)C1=CC=CC=C1SC2=CC3=C(C=C2)C(=NN3)C=CC4=CC=CC=N4. Drug 2: CCCCC(=O)OCC(=O)C1(CC(C2=C(C1)C(=C3C(=C2O)C(=O)C4=C(C3=O)C=CC=C4OC)O)OC5CC(C(C(O5)C)O)NC(=O)C(F)(F)F)O. Cell line: TK-10. Synergy scores: CSS=1.29, Synergy_ZIP=-0.613, Synergy_Bliss=0.151, Synergy_Loewe=-21.7, Synergy_HSA=-0.105. (5) Drug 1: CC1=CC=C(C=C1)C2=CC(=NN2C3=CC=C(C=C3)S(=O)(=O)N)C(F)(F)F. Drug 2: COCCOC1=C(C=C2C(=C1)C(=NC=N2)NC3=CC=CC(=C3)C#C)OCCOC.Cl. Cell line: CCRF-CEM. Synergy scores: CSS=-2.89, Synergy_ZIP=2.71, Synergy_Bliss=2.12, Synergy_Loewe=-2.63, Synergy_HSA=-2.67. (6) Drug 1: CC1C(C(CC(O1)OC2CC(CC3=C2C(=C4C(=C3O)C(=O)C5=C(C4=O)C(=CC=C5)OC)O)(C(=O)CO)O)N)O.Cl. Drug 2: N.N.Cl[Pt+2]Cl. Cell line: ACHN. Synergy scores: CSS=77.5, Synergy_ZIP=-1.89, Synergy_Bliss=-0.404, Synergy_Loewe=-5.63, Synergy_HSA=1.10. (7) Drug 1: C1CCN(CC1)CCOC2=CC=C(C=C2)C(=O)C3=C(SC4=C3C=CC(=C4)O)C5=CC=C(C=C5)O. Drug 2: CC1C(C(CC(O1)OC2CC(CC3=C2C(=C4C(=C3O)C(=O)C5=C(C4=O)C(=CC=C5)OC)O)(C(=O)C)O)N)O.Cl. Cell line: MDA-MB-435. Synergy scores: CSS=27.4, Synergy_ZIP=4.24, Synergy_Bliss=5.63, Synergy_Loewe=-16.5, Synergy_HSA=2.03. (8) Drug 1: CC1CCCC2(C(O2)CC(NC(=O)CC(C(C(=O)C(C1O)C)(C)C)O)C(=CC3=CSC(=N3)C)C)C. Drug 2: B(C(CC(C)C)NC(=O)C(CC1=CC=CC=C1)NC(=O)C2=NC=CN=C2)(O)O. Cell line: IGROV1. Synergy scores: CSS=75.2, Synergy_ZIP=2.35, Synergy_Bliss=2.75, Synergy_Loewe=1.13, Synergy_HSA=1.84.